Dataset: CYP2C19 inhibition data for predicting drug metabolism from PubChem BioAssay. Task: Regression/Classification. Given a drug SMILES string, predict its absorption, distribution, metabolism, or excretion properties. Task type varies by dataset: regression for continuous measurements (e.g., permeability, clearance, half-life) or binary classification for categorical outcomes (e.g., BBB penetration, CYP inhibition). Dataset: cyp2c19_veith. The compound is CCCCOc1cc(C(=O)OCCN(CC)CC)ccc1N. The result is 0 (non-inhibitor).